This data is from Forward reaction prediction with 1.9M reactions from USPTO patents (1976-2016). The task is: Predict the product of the given reaction. (1) Given the reactants [CH:1](=O)[CH:2]([CH3:4])[CH3:3].C(O)(=O)C.[NH2:10][C:11]1[CH:15]=[CH:14][S:13][C:12]=1[C:16]([NH:18][C:19]([CH3:23])([C:21]#[CH:22])[CH3:20])=[O:17].C(O[BH-](OC(=O)C)OC(=O)C)(=O)C.[Na+], predict the reaction product. The product is: [CH2:1]([NH:10][C:11]1[CH:15]=[CH:14][S:13][C:12]=1[C:16]([NH:18][C:19]([CH3:23])([C:21]#[CH:22])[CH3:20])=[O:17])[CH:2]([CH3:4])[CH3:3]. (2) Given the reactants [OH:1][C:2]1[CH2:7][CH2:6][C:5]([C:12]2[CH:17]=[CH:16][C:15]([C:18]([F:21])([F:20])[F:19])=[CH:14][CH:13]=2)([C:8]([O:10][CH3:11])=[O:9])[CH2:4][C:3]=1C(OC)=O.[OH-].[K+].C(OCC)(=O)C.Cl, predict the reaction product. The product is: [O:1]=[C:2]1[CH2:7][CH2:6][C:5]([C:12]2[CH:13]=[CH:14][C:15]([C:18]([F:19])([F:20])[F:21])=[CH:16][CH:17]=2)([C:8]([O:10][CH3:11])=[O:9])[CH2:4][CH2:3]1. (3) Given the reactants [Cr](Cl)([O-])(=O)=O.[NH+]1C=CC=CC=1.C([O-])(=O)C.[Na+].[N:17]1[CH:22]=[CH:21][CH:20]=[C:19]([CH2:23][CH2:24]O)[CH:18]=1.[C:26]([CH:31]=P(C1C=CC=CC=1)(C1C=CC=CC=1)C1C=CC=CC=1)([O:28][CH2:29]C)=[O:27], predict the reaction product. The product is: [N:17]1[CH:22]=[CH:21][CH:20]=[C:19]([CH2:23]/[CH:24]=[CH:31]/[C:26]([O:28][CH3:29])=[O:27])[CH:18]=1. (4) Given the reactants [C:1]([NH:4][C:5]1[CH:6]=[C:7]([CH:25]=[CH:26][N:27]=1)[C:8]([NH:10][CH2:11][C:12]1[CH:13]=[N:14][C:15]([O:19][CH2:20][C:21]([F:24])([F:23])[F:22])=[C:16](Br)[CH:17]=1)=[O:9])(=[O:3])[CH3:2].[C:28]1(B(O)O)[CH:33]=[CH:32][CH:31]=[CH:30][CH:29]=1.C(=O)([O-])O.[Na+], predict the reaction product. The product is: [C:1]([NH:4][C:5]1[CH:6]=[C:7]([CH:25]=[CH:26][N:27]=1)[C:8]([NH:10][CH2:11][C:12]1[CH:13]=[N:14][C:15]([O:19][CH2:20][C:21]([F:24])([F:23])[F:22])=[C:16]([C:28]2[CH:33]=[CH:32][CH:31]=[CH:30][CH:29]=2)[CH:17]=1)=[O:9])(=[O:3])[CH3:2]. (5) The product is: [CH2:1]([C@@H:8]([C@@H:9]([OH:38])[CH2:10][C@H:11]([CH2:12][C:13]1[CH:18]=[CH:17][C:16]([C:19]2[CH:24]=[CH:23][CH:22]=[CH:21][N:20]=2)=[CH:15][CH:14]=1)[NH:25][C:26](=[O:37])[C@H:27]([C:33]([CH3:36])([CH3:35])[CH3:34])[NH:28][C:29](=[O:30])[O:31][CH3:32])[NH:39][C:40](=[O:47])[C@@H:41]([NH:42][C:49](=[O:50])[O:51][CH3:52])[CH2:43][CH:44]([CH3:45])[CH3:46])[C:2]1[CH:7]=[CH:6][CH:5]=[CH:4][CH:3]=1. Given the reactants [CH2:1]([C@H:8]([NH:39][C:40](=[O:47])[C@H:41]([CH2:43][CH:44]([CH3:46])[CH3:45])[NH2:42])[C@@H:9]([OH:38])[CH2:10][C@@H:11]([NH:25][C:26](=[O:37])[C@H:27]([C:33]([CH3:36])([CH3:35])[CH3:34])[NH:28][C:29]([O:31][CH3:32])=[O:30])[CH2:12][C:13]1[CH:18]=[CH:17][C:16]([C:19]2[CH:24]=[CH:23][CH:22]=[CH:21][N:20]=2)=[CH:15][CH:14]=1)[C:2]1[CH:7]=[CH:6][CH:5]=[CH:4][CH:3]=1.Cl[C:49]([O:51][CH3:52])=[O:50].C(N(CC)CC)C, predict the reaction product.